This data is from Forward reaction prediction with 1.9M reactions from USPTO patents (1976-2016). The task is: Predict the product of the given reaction. (1) The product is: [ClH:14].[CH3:16][NH:2][C@@H:3]([C:9]([OH:11])=[O:10])[CH2:4][CH2:5][CH2:6][CH2:7][NH2:8]. Given the reactants Cl.[NH2:2][C@@H:3]([C:9]([OH:11])=[O:10])[CH2:4][CH2:5][CH2:6][CH2:7][NH2:8].S(Cl)([Cl:14])=O.[CH3:16]O, predict the reaction product. (2) Given the reactants [C:1]1([CH2:7][CH2:8][CH2:9]I)[CH:6]=[CH:5][CH:4]=[CH:3][CH:2]=1.[C-:11]#[C-:12].[Na+].[Na+], predict the reaction product. The product is: [C:1]1([CH2:7][CH2:8][CH2:9][C:11]#[CH:12])[CH:6]=[CH:5][CH:4]=[CH:3][CH:2]=1. (3) Given the reactants [NH2:1][CH2:2][C:3]1[N:8]=[CH:7][C:6]([C:9]2[CH:10]=[C:11]3[C:16]([NH:17][C@H:18]4[C@@H:22]([CH2:23][CH3:24])[CH2:21][N:20]([C:25]([O:27][CH2:28][C:29]5[CH:34]=[CH:33][CH:32]=[CH:31][CH:30]=5)=[O:26])[CH2:19]4)=[C:15]([C:35](=[O:37])[NH2:36])[CH:14]=[N:13][N:12]3[CH:38]=2)=[CH:5][CH:4]=1.[CH3:39][O:40][CH2:41][C:42](O)=[O:43].F[P-](F)(F)(F)(F)F.N1(O[P+](N(C)C)(N(C)C)N(C)C)C2C=CC=CC=2N=N1.C(N(C(C)C)CC)(C)C, predict the reaction product. The product is: [C:35]([C:15]1[CH:14]=[N:13][N:12]2[CH:38]=[C:9]([C:6]3[CH:7]=[N:8][C:3]([CH2:2][NH:1][C:42](=[O:43])[CH2:41][O:40][CH3:39])=[CH:4][CH:5]=3)[CH:10]=[C:11]2[C:16]=1[NH:17][C@H:18]1[C@@H:22]([CH2:23][CH3:24])[CH2:21][N:20]([C:25]([O:27][CH2:28][C:29]2[CH:30]=[CH:31][CH:32]=[CH:33][CH:34]=2)=[O:26])[CH2:19]1)(=[O:37])[NH2:36].